This data is from Reaction yield outcomes from USPTO patents with 853,638 reactions. The task is: Predict the reaction yield, written as a fraction of the theoretical maximum amount of product (1.0 means a 100% yield; for example, 0.34 means a 34% yield). (1) The reactants are [Br:1][C:2]1[C:10]([F:11])=[CH:9][C:5]([C:6]([OH:8])=[O:7])=[C:4]([Cl:12])[CH:3]=1.O=S(Cl)Cl.[CH3:17]O. No catalyst specified. The product is [Br:1][C:2]1[C:10]([F:11])=[CH:9][C:5]([C:6]([O:8][CH3:17])=[O:7])=[C:4]([Cl:12])[CH:3]=1. The yield is 0.950. (2) The reactants are [C:1]([C:5]1[CH:10]=[C:9](Br)[C:8]([N+:12]([O-:14])=[O:13])=[CH:7][C:6]=1[OH:15])([CH3:4])([CH3:3])[CH3:2].[CH2:16]([O:18][C:19]1[CH:24]=[CH:23][CH:22]=[CH:21][C:20]=1B(O)O)[CH3:17].C(=O)([O-])[O-].[K+].[K+].O. The catalyst is CN(C=O)C.C1C=CC([P]([Pd]([P](C2C=CC=CC=2)(C2C=CC=CC=2)C2C=CC=CC=2)([P](C2C=CC=CC=2)(C2C=CC=CC=2)C2C=CC=CC=2)[P](C2C=CC=CC=2)(C2C=CC=CC=2)C2C=CC=CC=2)(C2C=CC=CC=2)C2C=CC=CC=2)=CC=1. The product is [C:1]([C:5]1[CH:10]=[C:9]([C:20]2[CH:21]=[CH:22][CH:23]=[CH:24][C:19]=2[O:18][CH2:16][CH3:17])[C:8]([N+:12]([O-:14])=[O:13])=[CH:7][C:6]=1[OH:15])([CH3:4])([CH3:3])[CH3:2]. The yield is 0.920. (3) The reactants are Cl[C:2](Cl)([O:4][C:5](=[O:11])OC(Cl)(Cl)Cl)Cl.[Br:13][C:14]1[CH:15]=[C:16]2[C:21](=[CH:22][CH:23]=1)[CH:20]=C(O)[CH:18]=[CH:17]2.N1C=CC=CC=1.[N:31]12[CH2:39][CH2:38][CH:35]([CH2:36][CH2:37]1)[NH:34][CH2:33][CH2:32]2.CN(C1C=CC=CN=1)C. The catalyst is C(Cl)Cl. The product is [Br:13][C:14]1[CH:15]=[C:16]2[C:21](=[CH:22][CH:23]=1)[CH:20]=[C:2]([O:4][C:5]([N:34]1[CH:35]3[CH2:38][CH2:39][N:31]([CH2:37][CH2:36]3)[CH2:32][CH2:33]1)=[O:11])[CH:18]=[CH:17]2. The yield is 0.0700. (4) The reactants are [CH3:1][C:2]1[C:6]([C:7]2[CH:12]=[C:11]([N:13]3[CH2:18][CH2:17][O:16][CH2:15][CH2:14]3)[N:10]=[C:9]([NH:19][C:20]3[CH:21]=[C:22]([C:26]4([C:30]#N)[CH2:29][CH2:28][CH2:27]4)[CH:23]=[CH:24][CH:25]=3)[N:8]=2)=[C:5]([CH3:32])[O:4][N:3]=1.Cl.[OH-:34].[Na+].[OH2:36]. The catalyst is C(O)CC. The product is [CH3:1][C:2]1[C:6]([C:7]2[CH:12]=[C:11]([N:13]3[CH2:14][CH2:15][O:16][CH2:17][CH2:18]3)[N:10]=[C:9]([NH:19][C:20]3[CH:21]=[C:22]([C:26]4([C:30]([OH:36])=[O:34])[CH2:29][CH2:28][CH2:27]4)[CH:23]=[CH:24][CH:25]=3)[N:8]=2)=[C:5]([CH3:32])[O:4][N:3]=1. The yield is 0.240. (5) The reactants are [O:1]=[C:2]1[CH2:10][C:9]2[C:4](=[CH:5][C:6]([C:11]([OH:13])=[O:12])=[CH:7][CH:8]=2)[NH:3]1.[CH2:14]([N:16]([CH2:31][CH3:32])[CH2:17][CH2:18][NH:19][C:20]([C:22]1[C:26]([CH3:27])=[C:25]([CH:28]=O)[NH:24][C:23]=1[CH3:30])=[O:21])[CH3:15]. No catalyst specified. The product is [CH2:31]([N:16]([CH2:14][CH3:15])[CH2:17][CH2:18][NH:19][C:20]([C:22]1[C:26]([CH3:27])=[C:25]([CH:28]=[C:10]2[C:9]3[C:4](=[CH:5][C:6]([C:11]([OH:13])=[O:12])=[CH:7][CH:8]=3)[NH:3][C:2]2=[O:1])[NH:24][C:23]=1[CH3:30])=[O:21])[CH3:32]. The yield is 0.920. (6) The catalyst is ClCCl. The product is [CH3:53][C:54]1[CH:59]=[C:58]([CH3:60])[N:57]=[C:56]([N:61]2[CH2:66][CH2:65][N:64]([C:67]3[CH:72]=[CH:71][C:70]([NH:73][C:49](=[O:51])[C:48]([C:39]4[N:38]([CH2:37][CH2:36][O:35][CH3:34])[CH:42]=[CH:41][C:40]=4[C:43]4[CH:47]=[CH:46][S:45][CH:44]=4)=[O:52])=[CH:69][CH:68]=3)[CH2:63][CH2:62]2)[CH:55]=1. The reactants are C(N(C(C)C)CC)(C)C.F[P-](F)(F)(F)(F)F.N1(OC(N(C)C)=[N+](C)C)C2N=CC=CC=2N=N1.[CH3:34][O:35][CH2:36][CH2:37][N:38]1[CH:42]=[CH:41][C:40]([C:43]2[CH:47]=[CH:46][S:45][CH:44]=2)=[C:39]1[C:48](=[O:52])[C:49]([OH:51])=O.[CH3:53][C:54]1[CH:59]=[C:58]([CH3:60])[N:57]=[C:56]([N:61]2[CH2:66][CH2:65][N:64]([C:67]3[CH:72]=[CH:71][C:70]([NH2:73])=[CH:69][CH:68]=3)[CH2:63][CH2:62]2)[CH:55]=1. The yield is 0.200. (7) The yield is 0.480. The catalyst is CO.O. The reactants are [Si]([O:18][CH2:19][C@@H:20]([NH:31][C:32](=[O:38])[O:33][C:34]([CH3:37])([CH3:36])[CH3:35])[CH2:21][CH2:22][NH:23][C:24](=[O:30])[O:25][C:26]([CH3:29])([CH3:28])[CH3:27])(C(C)(C)C)(C1C=CC=CC=1)C1C=CC=CC=1.[OH-].[Na+].C(O)(=O)C. The product is [OH:18][CH2:19][C@@H:20]([NH:31][C:32](=[O:38])[O:33][C:34]([CH3:37])([CH3:36])[CH3:35])[CH2:21][CH2:22][NH:23][C:24](=[O:30])[O:25][C:26]([CH3:27])([CH3:29])[CH3:28]. (8) The reactants are O[C:2]1([C:12]2[CH:17]=[CH:16][CH:15]=[CH:14][CH:13]=2)[C:10]2[C:5](=[CH:6][CH:7]=[CH:8][CH:9]=2)[NH:4][C:3]1=[O:11].[C:18]([C:22]1[CH:27]=[CH:26][C:25]([S:28]([NH:31][C:32]2[CH:37]=[CH:36][C:35]([CH3:38])=[C:34]([OH:39])[CH:33]=2)(=[O:30])=[O:29])=[CH:24][CH:23]=1)([CH3:21])([CH3:20])[CH3:19].C1(C)C=CC(S(O)(=O)=O)=CC=1. The catalyst is ClC(Cl)C. The product is [C:18]([C:22]1[CH:27]=[CH:26][C:25]([S:28]([NH:31][C:32]2[CH:33]=[C:34]([OH:39])[C:35]([CH3:38])=[CH:36][C:37]=2[C:2]2([C:12]3[CH:17]=[CH:16][CH:15]=[CH:14][CH:13]=3)[C:10]3[C:5](=[CH:6][CH:7]=[CH:8][CH:9]=3)[NH:4][C:3]2=[O:11])(=[O:30])=[O:29])=[CH:24][CH:23]=1)([CH3:21])([CH3:20])[CH3:19]. The yield is 0.880.